This data is from Cav3 T-type calcium channel HTS with 100,875 compounds. The task is: Binary Classification. Given a drug SMILES string, predict its activity (active/inactive) in a high-throughput screening assay against a specified biological target. (1) The compound is FC(F)(F)C1(N=C(OC(=N1)N(C)C)N(C)C)C(OCC)=O. The result is 0 (inactive). (2) The drug is O=C1NC(=NC(=O)C1(C(CCC)C)CC)Nc1ccccc1. The result is 0 (inactive). (3) The result is 0 (inactive). The drug is Fc1ccc(C(=O)Nc2n(ncc2C(=O)NCc2occc2)c2ccccc2)cc1. (4) The drug is O1CCN(CCCNC(=O)c2cc(N3CCCC3=O)c(cc2)C)CC1. The result is 0 (inactive). (5) The molecule is S(CC(=O)Nc1c(n(n(c1=O)c1ccccc1)C)C)c1[nH]ncn1. The result is 0 (inactive). (6) The result is 1 (active). The drug is Brc1cc(CNc2sccn2)cc(OC)c1OCC=C. (7) The molecule is O=C(NC1CCCCC1)N(Cc1ccccc1)Cc1occc1. The result is 1 (active).